Dataset: Catalyst prediction with 721,799 reactions and 888 catalyst types from USPTO. Task: Predict which catalyst facilitates the given reaction. (1) Reactant: Cl.[NH2:2][CH:3]([CH2:31][C:32]1[CH:37]=[CH:36][C:35]([F:38])=[CH:34][CH:33]=1)[C:4]([N:6]1[CH2:11][CH2:10][N:9]([CH:12]([CH2:17][C:18]2[CH:27]=[CH:26][C:25]3[C:20](=[CH:21][CH:22]=[CH:23][CH:24]=3)[CH:19]=2)[C:13]([NH:15][CH3:16])=[O:14])[CH2:8][CH:7]1[CH2:28][O:29][CH3:30])=[O:5].[C:39]([N:46]1[CH2:53][CH2:52][CH2:51][C@H:47]1[C:48](O)=[O:49])([O:41][C:42]([CH3:45])([CH3:44])[CH3:43])=[O:40].ON1C2C=CC=CC=2N=N1.CN1CCOCC1. Product: [C:42]([O:41][C:39]([N:46]1[CH2:53][CH2:52][CH2:51][CH:47]1[C:48](=[O:49])[NH:2][CH:3]([CH2:31][C:32]1[CH:37]=[CH:36][C:35]([F:38])=[CH:34][CH:33]=1)[C:4]([N:6]1[CH2:11][CH2:10][N:9]([CH:12]([C:13](=[O:14])[NH:15][CH3:16])[CH2:17][C:18]2[CH:27]=[CH:26][C:25]3[C:20](=[CH:21][CH:22]=[CH:23][CH:24]=3)[CH:19]=2)[CH2:8][CH:7]1[CH2:28][O:29][CH3:30])=[O:5])=[O:40])([CH3:45])([CH3:44])[CH3:43]. The catalyst class is: 303. (2) Reactant: [CH3:1][C:2]1[O:3][C:4]2[CH:10]=[C:9]([NH2:11])[CH:8]=[CH:7][C:5]=2[CH:6]=1.CS[C:14](SC)=[CH:15][N+:16]([O-:18])=[O:17].[NH2:21][C@H:22]1[CH2:28][CH2:27][CH2:26][CH2:25][N:24]([CH2:29][C:30]([N:32]2[CH2:36][CH2:35][CH2:34][CH2:33]2)=[O:31])[C:23]1=[O:37]. Product: [CH3:1][C:2]1[O:3][C:4]2[CH:10]=[C:9]([NH:11][C:14]([NH:21][C@H:22]3[CH2:28][CH2:27][CH2:26][CH2:25][N:24]([CH2:29][C:30]([N:32]4[CH2:33][CH2:34][CH2:35][CH2:36]4)=[O:31])[C:23]3=[O:37])=[CH:15][N+:16]([O-:18])=[O:17])[CH:8]=[CH:7][C:5]=2[CH:6]=1. The catalyst class is: 13.